Dataset: Full USPTO retrosynthesis dataset with 1.9M reactions from patents (1976-2016). Task: Predict the reactants needed to synthesize the given product. (1) Given the product [CH3:1][O:2][C:3]1[CH:8]=[C:7]([CH3:9])[CH:6]=[C:5]([CH3:10])[C:4]=1[C:11]1[N:16]2[N:17]=[C:18]([S:21][CH3:22])[C:19]([NH:20][C:31]3[CH:36]=[CH:35][CH:34]=[CH:33][N:32]=3)=[C:15]2[CH:14]=[CH:13][CH:12]=1, predict the reactants needed to synthesize it. The reactants are: [CH3:1][O:2][C:3]1[CH:8]=[C:7]([CH3:9])[CH:6]=[C:5]([CH3:10])[C:4]=1[C:11]1[N:16]2[N:17]=[C:18]([S:21][CH3:22])[C:19]([NH2:20])=[C:15]2[CH:14]=[CH:13][CH:12]=1.CC(C)([O-])C.[Na+].O.Br[C:31]1[CH:36]=[CH:35][CH:34]=[CH:33][N:32]=1. (2) Given the product [Cl:1][C:2]1[C:11]([C:12]2[CH:13]=[CH:14][CH:15]=[CH:16][CH:17]=2)=[C:10]([Cl:18])[C:9]2[C:4](=[CH:5][CH:6]=[C:7]([C:19]([CH:27]3[CH2:32][CH2:31][CH2:30][N:29]([CH3:33])[CH2:28]3)([C:21]3[CH:22]=[N:23][CH:24]=[CH:25][CH:26]=3)[OH:20])[CH:8]=2)[N:3]=1.[C:33]([OH:39])([C:35]([F:38])([F:37])[F:36])=[O:34], predict the reactants needed to synthesize it. The reactants are: [Cl:1][C:2]1[C:11]([C:12]2[CH:17]=[CH:16][CH:15]=[CH:14][CH:13]=2)=[C:10]([Cl:18])[C:9]2[C:4](=[CH:5][CH:6]=[C:7]([C:19]([CH:27]3[CH2:32][CH2:31][CH2:30][NH:29][CH2:28]3)([C:21]3[CH:22]=[N:23][CH:24]=[CH:25][CH:26]=3)[OH:20])[CH:8]=2)[N:3]=1.[C:33]([OH:39])([C:35]([F:38])([F:37])[F:36])=[O:34].C=O.O.[BH3-]C#N.[Na+].